Task: Predict the reactants needed to synthesize the given product.. Dataset: Retrosynthesis with 50K atom-mapped reactions and 10 reaction types from USPTO (1) Given the product CC(C)Oc1cc(OC(C)C)cc(C(=O)O)c1, predict the reactants needed to synthesize it. The reactants are: CCOC(=O)c1cc(OC(C)C)cc(OC(C)C)c1. (2) Given the product COC(=O)c1ccc(C#CCCO)cc1, predict the reactants needed to synthesize it. The reactants are: C#CCCO.COC(=O)c1ccc(Br)cc1. (3) Given the product Cc1cc(Oc2ccc(NC(=O)N(C)C)cc2)nc(Cl)n1, predict the reactants needed to synthesize it. The reactants are: CN(C)C(=O)Nc1ccc(O)cc1.Cc1cc(Cl)nc(Cl)n1. (4) Given the product CNC(=O)C(c1ccccc1)N1CCc2cc(OC)c(OC)cc2C1CCc1ccc(C(F)(F)F)nc1, predict the reactants needed to synthesize it. The reactants are: CN.COc1cc2c(cc1OC)C(CCc1ccc(C(F)(F)F)nc1)N(C(C(=O)O)c1ccccc1)CC2. (5) The reactants are: CC(C)(C)NC(=O)C1CCNCC1.O=Cc1cc(Br)cs1. Given the product CC(C)(C)NC(=O)C1CCN(Cc2cc(Br)cs2)CC1, predict the reactants needed to synthesize it. (6) Given the product CC(C)C(CCCCc1ccccc1)C(=O)N1CCC[C@H]1C=O, predict the reactants needed to synthesize it. The reactants are: CC(C)C(CCCCc1ccccc1)C(=O)N1CCC[C@H]1CO.